From a dataset of Forward reaction prediction with 1.9M reactions from USPTO patents (1976-2016). Predict the product of the given reaction. (1) Given the reactants [S:1]1(=[O:7])(=[O:6])[CH2:5][CH2:4][CH2:3][NH:2]1.Br[C:9]1[CH:10]=[CH:11][C:12]([C:15]([N:17]2[CH2:22][CH2:21][N:20]([C:23]3[C:28]([CH3:29])=[CH:27][C:26]([CH2:30][CH3:31])=[CH:25][N:24]=3)[CH2:19][CH2:18]2)=[O:16])=[N:13][CH:14]=1, predict the reaction product. The product is: [O:6]=[S:1]1(=[O:7])[CH2:5][CH2:4][CH2:3][N:2]1[C:9]1[CH:10]=[CH:11][C:12]([C:15]([N:17]2[CH2:22][CH2:21][N:20]([C:23]3[C:28]([CH3:29])=[CH:27][C:26]([CH2:30][CH3:31])=[CH:25][N:24]=3)[CH2:19][CH2:18]2)=[O:16])=[N:13][CH:14]=1. (2) Given the reactants [OH:1][C@H:2]([CH2:7][CH3:8])[C:3]([O:5][CH3:6])=[O:4].[C:9]([Si:13]([C:21]1[CH:26]=[CH:25][CH:24]=[CH:23][CH:22]=1)([C:15]1[CH:20]=[CH:19][CH:18]=[CH:17][CH:16]=1)Cl)([CH3:12])([CH3:11])[CH3:10].N1C=CN=C1, predict the reaction product. The product is: [CH3:6][O:5][C:3](=[O:4])[C@H:2]([O:1][Si:13]([C:9]([CH3:12])([CH3:11])[CH3:10])([C:21]1[CH:22]=[CH:23][CH:24]=[CH:25][CH:26]=1)[C:15]1[CH:20]=[CH:19][CH:18]=[CH:17][CH:16]=1)[CH2:7][CH3:8]. (3) Given the reactants [CH2:1]([N:8]1[C:16]2/[C:15](=[N:17]/[NH2:18])/[NH:14][C:13](=[O:19])[N:12]([CH2:20][CH2:21][CH2:22][CH2:23][CH3:24])[C:11]=2[N:10]=[CH:9]1)[C:2]1[CH:7]=[CH:6][CH:5]=[CH:4][CH:3]=1.[CH:25]([O-])([O-])OCC, predict the reaction product. The product is: [CH2:1]([N:8]1[C:16]2[C:15]3=[N:17][N:18]=[CH:25][N:14]3[C:13](=[O:19])[N:12]([CH2:20][CH2:21][CH2:22][CH2:23][CH3:24])[C:11]=2[N:10]=[CH:9]1)[C:2]1[CH:7]=[CH:6][CH:5]=[CH:4][CH:3]=1. (4) Given the reactants [O:1]1[CH:5]=[CH:4][CH:3]=[C:2]1[C:6]1[CH:7]=[CH:8][C:9]2[O:13][C:12]3[CH:14]=[C:15]([S:18]([NH:21][C@@H:22]([CH:27]([CH3:29])[CH3:28])[C:23]([O:25][CH3:26])=[O:24])(=[O:20])=[O:19])[CH:16]=[CH:17][C:11]=3[C:10]=2[CH:30]=1.[Cl:31]N1C(=O)CCC1=O.C(O)(C(F)(F)F)=O.CS(C)=O, predict the reaction product. The product is: [Cl:31][C:5]1[O:1][C:2]([C:6]2[CH:7]=[CH:8][C:9]3[O:13][C:12]4[CH:14]=[C:15]([S:18]([NH:21][C@@H:22]([CH:27]([CH3:28])[CH3:29])[C:23]([O:25][CH3:26])=[O:24])(=[O:19])=[O:20])[CH:16]=[CH:17][C:11]=4[C:10]=3[CH:30]=2)=[CH:3][CH:4]=1.